This data is from Full USPTO retrosynthesis dataset with 1.9M reactions from patents (1976-2016). The task is: Predict the reactants needed to synthesize the given product. (1) The reactants are: [CH3:1][O:2][C:3]1[CH:8]=[CH:7][C:6]([N+:9]([O-])=O)=[CH:5][C:4]=1[C:12]1[N:16]([CH3:17])[N:15]=[CH:14][CH:13]=1. Given the product [CH3:1][O:2][C:3]1[CH:8]=[CH:7][C:6]([NH2:9])=[CH:5][C:4]=1[C:12]1[N:16]([CH3:17])[N:15]=[CH:14][CH:13]=1, predict the reactants needed to synthesize it. (2) The reactants are: COP([CH:7]1[C:15]2[C:10](=[CH:11][CH:12]=[CH:13][CH:14]=2)[C:9](=[O:16])[O:8]1)(=O)OC.[Br:17][C:18]1[CH:23]=[C:22]([CH:24]=O)[CH:21]=[CH:20][N:19]=1.C(N(CC)CC)C. Given the product [Br:17][C:18]1[CH:23]=[C:22]([CH:24]=[C:7]2[C:15]3[C:10](=[CH:11][CH:12]=[CH:13][CH:14]=3)[C:9](=[O:16])[O:8]2)[CH:21]=[CH:20][N:19]=1, predict the reactants needed to synthesize it. (3) Given the product [C:1]([O:5][C:6](=[O:32])[NH:7][C:8]1[S:9][C:10]2[CH2:19][CH:18]([CH3:20])[CH2:17][C:16]3[C:12](=[CH:13][N:14]([CH2:22][C:23]4[CH:28]=[CH:27][C:26]([O:29][CH3:30])=[CH:25][CH:24]=4)[N:15]=3)[C:11]=2[N:31]=1)([CH3:3])([CH3:2])[CH3:4], predict the reactants needed to synthesize it. The reactants are: [C:1]([O:5][C:6](=[O:32])[NH:7][C:8]1[S:9][C:10]2[CH:19]=[C:18]([CH3:20])[C:17](=O)[C:16]3[C:12](=[CH:13][N:14]([CH2:22][C:23]4[CH:28]=[CH:27][C:26]([O:29][CH3:30])=[CH:25][CH:24]=4)[N:15]=3)[C:11]=2[N:31]=1)([CH3:4])([CH3:3])[CH3:2].[BH4-].[Na+]. (4) Given the product [C:53]([O:52][C:50]([N:57]1[CH2:62][CH2:61][N:60]([C:34](=[O:36])[C:33]2[CH:32]=[CH:31][C:30]([N:27]3[C:17]4[N:18]=[C:19]([N:21]5[CH2:26][CH2:25][O:24][CH2:23][CH2:22]5)[N:20]=[C:15]([C:12]5[CH:13]=[N:14][C:9]([N:8]([CH2:39][C:40]6[CH:41]=[CH:42][C:43]([O:46][CH3:47])=[CH:44][CH:45]=6)[CH2:7][C:6]6[CH:5]=[CH:4][C:3]([O:2][CH3:1])=[CH:49][CH:48]=6)=[N:10][CH:11]=5)[C:16]=4[CH2:29][CH2:28]3)=[CH:38][CH:37]=2)[CH2:59][CH2:58]1)=[O:51])([CH3:56])([CH3:54])[CH3:55], predict the reactants needed to synthesize it. The reactants are: [CH3:1][O:2][C:3]1[CH:49]=[CH:48][C:6]([CH2:7][N:8]([CH2:39][C:40]2[CH:45]=[CH:44][C:43]([O:46][CH3:47])=[CH:42][CH:41]=2)[C:9]2[N:14]=[CH:13][C:12]([C:15]3[C:16]4[CH2:29][CH2:28][N:27]([C:30]5[CH:38]=[CH:37][C:33]([C:34]([OH:36])=O)=[CH:32][CH:31]=5)[C:17]=4[N:18]=[C:19]([N:21]4[CH2:26][CH2:25][O:24][CH2:23][CH2:22]4)[N:20]=3)=[CH:11][N:10]=2)=[CH:5][CH:4]=1.[C:50]([N:57]1[CH2:62][CH2:61][NH:60][CH2:59][CH2:58]1)([O:52][C:53]([CH3:56])([CH3:55])[CH3:54])=[O:51]. (5) Given the product [Cl:20][C:21]1[CH:22]=[CH:23][C:24]([C:27]2[C:28]([C:33]([N:3]3[CH2:4][C@@H:5]4[C@@H:1]([CH2:6]4)[C@H:2]3[CH2:7][NH:8][C:9]([C:11]3[CH:12]=[CH:13][CH:14]=[C:15]4[O:19][CH:18]=[CH:17][C:16]=34)=[O:10])=[O:34])=[CH:29][CH:30]=[CH:31][CH:32]=2)=[CH:25][CH:26]=1, predict the reactants needed to synthesize it. The reactants are: [C@@H:1]12[CH2:6][C@@H:5]1[CH2:4][NH:3][C@@H:2]2[CH2:7][NH:8][C:9]([C:11]1[CH:12]=[CH:13][CH:14]=[C:15]2[O:19][CH:18]=[CH:17][C:16]=12)=[O:10].[Cl:20][C:21]1[CH:26]=[CH:25][C:24]([C:27]2[C:28]([C:33](O)=[O:34])=[CH:29][CH:30]=[CH:31][CH:32]=2)=[CH:23][CH:22]=1. (6) Given the product [F:1][C:2]1[CH:3]=[CH:4][C:5]2[O:10][CH2:9][C:8](=[O:11])[N:7]([CH2:12][C@H:13]([CH3:16])[CH2:14][N:25]3[CH2:26][CH2:27][CH:22]([O:21][CH2:18][CH2:19][CH3:20])[CH2:23][CH2:24]3)[C:6]=2[CH:17]=1, predict the reactants needed to synthesize it. The reactants are: [F:1][C:2]1[CH:3]=[CH:4][C:5]2[O:10][CH2:9][C:8](=[O:11])[N:7]([CH2:12][C@H:13]([CH3:16])[CH2:14]I)[C:6]=2[CH:17]=1.[CH2:18]([O:21][CH:22]1[CH2:27][CH2:26][NH:25][CH2:24][CH2:23]1)[CH2:19][CH3:20].